This data is from Full USPTO retrosynthesis dataset with 1.9M reactions from patents (1976-2016). The task is: Predict the reactants needed to synthesize the given product. (1) Given the product [Br:1][C:2]1[N:7]=[CH:6][C:5]([CH2:8][CH:9]([O:18][CH3:19])[C:10]([O:12][CH3:13])=[O:11])=[CH:4][CH:3]=1, predict the reactants needed to synthesize it. The reactants are: [Br:1][C:2]1[N:7]=[CH:6][C:5]([CH2:8][C:9]([O:18][CH3:19])(C(OC)=O)[C:10]([O:12][CH3:13])=[O:11])=[CH:4][CH:3]=1.[Br-].[Li+].C(OCC)C. (2) Given the product [S:1]([N:11]1[C:15]2[N:16]=[CH:17][C:18]3[N:19]([CH:22]=[N:21][CH:20]=3)[C:14]=2[CH:13]=[CH:12]1)([C:4]1[CH:10]=[CH:9][C:7]([CH3:8])=[CH:6][CH:5]=1)(=[O:3])=[O:2], predict the reactants needed to synthesize it. The reactants are: [S:1]([N:11]1[C:15]2=[N:16][CH:17]=[C:18]([CH2:20][NH:21][CH:22]=O)[N:19]=[C:14]2[CH:13]=[CH:12]1)([C:4]1[CH:10]=[CH:9][C:7]([CH3:8])=[CH:6][CH:5]=1)(=[O:3])=[O:2].O=P(Cl)(Cl)Cl.C([O-])(O)=O.[Na+].